This data is from Reaction yield outcomes from USPTO patents with 853,638 reactions. The task is: Predict the reaction yield, written as a fraction of the theoretical maximum amount of product (1.0 means a 100% yield; for example, 0.34 means a 34% yield). (1) The reactants are Cl[CH:2]([O:4][C:5](=[O:32])[N:6]([C:29](=[O:31])[CH3:30])[CH2:7][C@@H:8]1[O:12][C:11](=[O:13])[N:10]([C:14]2[CH:19]=[CH:18][C:17]([CH:20]3[CH2:25][CH2:24][S:23](=[O:27])(=[O:26])[CH2:22][CH2:21]3)=[C:16]([F:28])[CH:15]=2)[CH2:9]1)[CH3:3].[C:33]([O-:41])(=[O:40])[C:34]1[CH:39]=[CH:38][N:37]=[CH:36][CH:35]=1.[Cs+].O. The catalyst is C(#N)C. The product is [C:29]([N:6]([CH2:7][C@@H:8]1[O:12][C:11](=[O:13])[N:10]([C:14]2[CH:19]=[CH:18][C:17]([CH:20]3[CH2:25][CH2:24][S:23](=[O:27])(=[O:26])[CH2:22][CH2:21]3)=[C:16]([F:28])[CH:15]=2)[CH2:9]1)[C:5]([O:4][CH:2]([O:41][C:33](=[O:40])[C:34]1[CH:39]=[CH:38][N:37]=[CH:36][CH:35]=1)[CH3:3])=[O:32])(=[O:31])[CH3:30]. The yield is 0.830. (2) The reactants are [ClH:1].O1CCOC[CH2:3]1.[NH:8]([C:10]1[CH:18]=[CH:17][C:13]([C:14]([OH:16])=[O:15])=[CH:12][CH:11]=1)[NH2:9]. The catalyst is CO. The product is [Cl-:1].[CH3:3][O:15][C:14]([C:13]1[CH:12]=[CH:11][C:10]([NH:8][NH3+:9])=[CH:18][CH:17]=1)=[O:16]. The yield is 0.820. (3) The reactants are C([O:3][C:4]([C:6]1[CH:7]=[C:8]([C:12]2[CH:17]=[C:16]([O:18][CH3:19])[CH:15]=[C:14]([O:20][CH3:21])[CH:13]=2)[CH:9]=[CH:10][CH:11]=1)=[O:5])C.[Li+].[OH-]. The catalyst is CC#N. The product is [CH3:21][O:20][C:14]1[CH:13]=[C:12]([C:8]2[CH:9]=[CH:10][CH:11]=[C:6]([C:4]([OH:5])=[O:3])[CH:7]=2)[CH:17]=[C:16]([O:18][CH3:19])[CH:15]=1. The yield is 0.930. (4) No catalyst specified. The reactants are O[C:2]1[C:14]2[N:13]3[C:8]([CH:9]=[CH:10][CH:11]=[CH:12]3)=[C:7]([C:15]3[C:20]([CH3:21])=[CH:19][C:18]([CH3:22])=[CH:17][C:16]=3[CH3:23])[C:6]=2[N:5]=[C:4]([CH3:24])[CH:3]=1.P(Cl)(Cl)([Cl:27])=O. The yield is 0.940. The product is [Cl:27][C:2]1[C:14]2[N:13]3[C:8]([CH:9]=[CH:10][CH:11]=[CH:12]3)=[C:7]([C:15]3[C:20]([CH3:21])=[CH:19][C:18]([CH3:22])=[CH:17][C:16]=3[CH3:23])[C:6]=2[N:5]=[C:4]([CH3:24])[CH:3]=1. (5) The reactants are [CH2:1]([O:4][CH:5]1[CH:9]([NH:10]C(OC(C)(C)C)=O)[CH2:8][N:7]([C:18]([O:20][CH2:21][C:22]2[CH:27]=[CH:26][CH:25]=[CH:24][CH:23]=2)=[O:19])[CH2:6]1)[CH:2]=[CH2:3].Cl.CO.CCOC(C)=O. The catalyst is C1COCC1.O1CCOCC1.C([O-])(O)=O.[Na+]. The product is [CH2:1]([O:4][C@@H:5]1[C@@H:9]([NH2:10])[CH2:8][N:7]([C:18]([O:20][CH2:21][C:22]2[CH:23]=[CH:24][CH:25]=[CH:26][CH:27]=2)=[O:19])[CH2:6]1)[CH:2]=[CH2:3]. The yield is 0.680.